Dataset: Reaction yield outcomes from USPTO patents with 853,638 reactions. Task: Predict the reaction yield, written as a fraction of the theoretical maximum amount of product (1.0 means a 100% yield; for example, 0.34 means a 34% yield). The reactants are [CH3:1][NH:2][CH2:3][C:4]1[N:5]=[C:6]([CH3:9])[S:7][CH:8]=1.[CH3:10][C@@H:11]([CH2:30][CH3:31])[C@H:12]([NH:17][C:18]([O:20]C1C=CC([N+]([O-])=O)=CC=1)=O)[C:13]([O:15][CH3:16])=[O:14].C(N(CC)CC)C. The catalyst is C1COCC1.CN(C1C=CN=CC=1)C. The product is [CH3:10][C@@H:11]([CH2:30][CH3:31])[C@H:12]([NH:17][C:18]([N:2]([CH3:1])[CH2:3][C:4]1[N:5]=[C:6]([CH3:9])[S:7][CH:8]=1)=[O:20])[C:13]([O:15][CH3:16])=[O:14]. The yield is 0.860.